The task is: Regression. Given two drug SMILES strings and cell line genomic features, predict the synergy score measuring deviation from expected non-interaction effect.. This data is from Merck oncology drug combination screen with 23,052 pairs across 39 cell lines. (1) Drug 1: CN1C(=O)C=CC2(C)C3CCC4(C)C(NC(=O)OCC(F)(F)F)CCC4C3CCC12. Drug 2: CC1CC2C3CCC4=CC(=O)C=CC4(C)C3(F)C(O)CC2(C)C1(O)C(=O)CO. Cell line: MDAMB436. Synergy scores: synergy=-6.08. (2) Drug 1: CN1C(=O)C=CC2(C)C3CCC4(C)C(NC(=O)OCC(F)(F)F)CCC4C3CCC12. Drug 2: COC12C(COC(N)=O)C3=C(C(=O)C(C)=C(N)C3=O)N1CC1NC12. Cell line: EFM192B. Synergy scores: synergy=2.10. (3) Drug 1: CN(C)C(=N)N=C(N)N. Drug 2: O=C(O)C1(Cc2cccc(Nc3nccs3)n2)CCC(Oc2cccc(Cl)c2F)CC1. Cell line: SW620. Synergy scores: synergy=3.50. (4) Drug 1: O=c1[nH]cc(F)c(=O)[nH]1. Drug 2: NC(=O)c1cccc2cn(-c3ccc(C4CCCNC4)cc3)nc12. Cell line: LOVO. Synergy scores: synergy=-14.6. (5) Drug 1: CC1CC2C3CCC4=CC(=O)C=CC4(C)C3(F)C(O)CC2(C)C1(O)C(=O)CO. Drug 2: NC1(c2ccc(-c3nc4ccn5c(=O)[nH]nc5c4cc3-c3ccccc3)cc2)CCC1. Cell line: LOVO. Synergy scores: synergy=38.2. (6) Drug 1: Cn1c(=O)n(-c2ccc(C(C)(C)C#N)cc2)c2c3cc(-c4cnc5ccccc5c4)ccc3ncc21. Drug 2: Cn1cc(-c2cnn3c(N)c(Br)c(C4CCCNC4)nc23)cn1. Cell line: HT144. Synergy scores: synergy=-140. (7) Drug 1: O=S1(=O)NC2(CN1CC(F)(F)F)C1CCC2Cc2cc(C=CCN3CCC(C(F)(F)F)CC3)ccc2C1. Drug 2: CNC(=O)c1cc(Oc2ccc(NC(=O)Nc3ccc(Cl)c(C(F)(F)F)c3)cc2)ccn1. Cell line: T47D. Synergy scores: synergy=1.81.